Dataset: Catalyst prediction with 721,799 reactions and 888 catalyst types from USPTO. Task: Predict which catalyst facilitates the given reaction. Reactant: [N:1]1[C:5]2[CH:6]=[CH:7][CH:8]=[CH:9][C:4]=2[NH:3][C:2]=1[CH2:10][C:11]#[N:12].[C:13]1(=[O:35])[N:17]([CH2:18][CH2:19][CH2:20][CH:21]([C:27]([CH3:29])=O)[C:22](OCC)=[O:23])[C:16](=[O:30])[C:15]2=[CH:31][CH:32]=[CH:33][CH:34]=[C:14]12.C([O-])(=O)C.[NH4+]. Product: [CH3:29][C:27]1[C:10]([C:11]#[N:12])=[C:2]2[N:3]([C:22](=[O:23])[C:21]=1[CH2:20][CH2:19][CH2:18][N:17]1[C:16](=[O:30])[C:15]3=[CH:31][CH:32]=[CH:33][CH:34]=[C:14]3[C:13]1=[O:35])[C:4]1[CH:9]=[CH:8][CH:7]=[CH:6][C:5]=1[NH:1]2. The catalyst class is: 6.